This data is from Full USPTO retrosynthesis dataset with 1.9M reactions from patents (1976-2016). The task is: Predict the reactants needed to synthesize the given product. (1) Given the product [Cl:1][C:2]1[CH:3]=[CH:4][C:5]([CH:6]([CH:7]([C:8]#[N:9])[C:10]#[N:11])[CH:14]([CH3:16])[CH3:15])=[CH:12][CH:13]=1, predict the reactants needed to synthesize it. The reactants are: [Cl:1][C:2]1[CH:13]=[CH:12][C:5]([CH:6]=[C:7]([C:10]#[N:11])[C:8]#[N:9])=[CH:4][CH:3]=1.[CH:14]([Mg]Br)([CH3:16])[CH3:15].Cl. (2) Given the product [OH:8][C:9]1[C:18]([O:19][CH3:20])=[CH:17][CH:16]=[C:15]2[C:10]=1[CH2:11][CH2:12][NH:13][CH2:14]2, predict the reactants needed to synthesize it. The reactants are: C([O:8][C:9]1[C:18]([O:19][CH3:20])=[CH:17][CH:16]=[C:15]2[C:10]=1[CH2:11][CH2:12][NH:13][CH2:14]2)C1C=CC=CC=1.